From a dataset of CYP2D6 inhibition data for predicting drug metabolism from PubChem BioAssay. Regression/Classification. Given a drug SMILES string, predict its absorption, distribution, metabolism, or excretion properties. Task type varies by dataset: regression for continuous measurements (e.g., permeability, clearance, half-life) or binary classification for categorical outcomes (e.g., BBB penetration, CYP inhibition). Dataset: cyp2d6_veith. (1) The molecule is CO[C@@H]1COC(=O)C/C=C\[C@@H](C)[C@H](OC)COC(=O)[C@@H](C)COC(=O)C/C=C\[C@H]1C. The result is 0 (non-inhibitor). (2) The drug is CCOc1ccc(Cl)cc1CNCCNCC(C)O.Cl. The result is 1 (inhibitor). (3) The molecule is COc1ccc2c(c1)[nH]c1c(N3CCN(Cc4ccc5c(c4)OCO5)CC3)ncnc12. The result is 1 (inhibitor). (4) The molecule is CCOc1ccc(N=C2NC(=O)C(CC(=O)O)S2)cc1. The result is 0 (non-inhibitor). (5) The drug is CCc1nc(SCC(=O)c2cccs2)c2oc3ccccc3c2n1. The result is 0 (non-inhibitor).